From a dataset of Reaction yield outcomes from USPTO patents with 853,638 reactions. Predict the reaction yield, written as a fraction of the theoretical maximum amount of product (1.0 means a 100% yield; for example, 0.34 means a 34% yield). The reactants are CCN(C(C)C)C(C)C.C1C=CC2N(O)N=NC=2C=1.[CH3:20][O:21][CH2:22][C:23]([OH:25])=O.CCN=C=NCCCN(C)C.Cl.[Cl:38][C:39]1[S:60][C:42]2[NH:43][C:44]([C:46]([NH:48][C@@H:49]3[CH2:57][C:56]4[C:51](=[CH:52][CH:53]=[CH:54][CH:55]=4)[C@H:50]3[NH:58][CH3:59])=[O:47])=[CH:45][C:41]=2[CH:40]=1. The catalyst is C(Cl)Cl. The product is [Cl:38][C:39]1[S:60][C:42]2[NH:43][C:44]([C:46]([NH:48][C@@H:49]3[CH2:57][C:56]4[C:51](=[CH:52][CH:53]=[CH:54][CH:55]=4)[C@H:50]3[N:58]([C:23](=[O:25])[CH2:22][O:21][CH3:20])[CH3:59])=[O:47])=[CH:45][C:41]=2[CH:40]=1. The yield is 0.750.